From a dataset of Catalyst prediction with 721,799 reactions and 888 catalyst types from USPTO. Predict which catalyst facilitates the given reaction. (1) Reactant: [CH3:1][O:2][C:3]([C@@H:5]([N:13]1[CH2:21][C:17]2[CH:18]=[CH:19][S:20][C:16]=2[CH2:15][CH2:14]1)[C:6]1[CH:7]=[CH:8][CH:9]=[CH:10][C:11]=1[Cl:12])=[O:4].[S:22](=[O:26])(=[O:25])([OH:24])[OH:23]. Product: [CH3:1][O:2][C:3]([C@@H:5]([N:13]1[CH2:21][C:17]2[CH:18]=[CH:19][S:20][C:16]=2[CH2:15][CH2:14]1)[C:6]1[C:11]([Cl:12])=[CH:10][CH:9]=[CH:8][CH:7]=1)=[O:4].[OH:25][S:22]([OH:26])(=[O:24])=[O:23]. The catalyst class is: 21. (2) The catalyst class is: 250. Product: [CH2:26]([N:16]1[C:17]2[C:12](=[C:11]([OH:40])[C:10]([C:8]([NH:7][CH2:6][C:5]([CH3:42])([CH3:41])[C:4]([OH:43])=[O:3])=[O:9])=[N:19][C:18]=2[C:20]2[CH:21]=[N:22][CH:23]=[CH:24][CH:25]=2)[CH:13]=[C:14]([C:34]2[CH:35]=[CH:36][CH:37]=[CH:38][CH:39]=2)[C:15]1=[O:33])[C:27]1[CH:32]=[CH:31][CH:30]=[CH:29][CH:28]=1. Reactant: C([O:3][C:4](=[O:43])[C:5]([CH3:42])([CH3:41])[CH2:6][NH:7][C:8]([C:10]1[C:11]([OH:40])=[C:12]2[C:17](=[C:18]([C:20]3[CH:21]=[N:22][CH:23]=[CH:24][CH:25]=3)[N:19]=1)[N:16]([CH2:26][C:27]1[CH:32]=[CH:31][CH:30]=[CH:29][CH:28]=1)[C:15](=[O:33])[C:14]([C:34]1[CH:39]=[CH:38][CH:37]=[CH:36][CH:35]=1)=[CH:13]2)=[O:9])C.[OH-].[Na+].CO.C1COCC1. (3) Reactant: [CH3:1][CH:2]([CH3:26])[C:3]([C:5]1[O:6][C:7]2[CH:14]=[CH:13][C:12]([O:15][C:16]3[CH:21]=[CH:20][C:19]([C:22]([F:25])([F:24])[F:23])=[CH:18][N:17]=3)=[CH:11][C:8]=2[C:9]=1[CH3:10])=[O:4].[BH4-].[Na+].O. Product: [CH3:1][CH:2]([CH3:26])[CH:3]([C:5]1[O:6][C:7]2[CH:14]=[CH:13][C:12]([O:15][C:16]3[CH:21]=[CH:20][C:19]([C:22]([F:24])([F:23])[F:25])=[CH:18][N:17]=3)=[CH:11][C:8]=2[C:9]=1[CH3:10])[OH:4]. The catalyst class is: 111. (4) Reactant: NC1C=CC2N(CC(F)(F)F)[C@H](CC(C)C)COC=2C=1.CCOC(C)=O.[CH2:27]([C@@H:31]1[CH2:49][O:48][C:34]2=[C:35]3[C:40](=[CH:41][CH:42]=[C:33]2[N:32]1[CH2:50][C:51]([F:54])([F:53])[F:52])[NH:39][C:38](=[O:43])[CH:37]=[C:36]3[C:44]([F:47])([F:46])[F:45])[CH:28]([CH3:30])[CH3:29].C(OC(=O)CC(C(F)(F)F)=O)C. Product: [CH2:27]([C@@H:31]1[CH2:49][O:48][C:42]2[C:33](=[CH:34][C:35]3[C:36]([C:44]([F:46])([F:47])[F:45])=[CH:37][C:38](=[O:43])[NH:39][C:40]=3[CH:41]=2)[N:32]1[CH2:50][C:51]([F:54])([F:52])[F:53])[CH:28]([CH3:29])[CH3:30]. The catalyst class is: 11. (5) Reactant: FC(F)(F)S(O[C:7]1[C:8]([C:18]([N:20]([O:22][CH3:23])[CH3:21])=[O:19])=[CH:9][C:10]([Cl:17])=[C:11]2[C:16]=1[N:15]=[CH:14][CH:13]=[CH:12]2)(=O)=O.[F:26][C:27]1[CH:32]=[CH:31][CH:30]=[CH:29][C:28]=1B(O)O.C(=O)([O-])[O-].[Na+].[Na+].O. Product: [Cl:17][C:10]1[CH:9]=[C:8]([C:18]([N:20]([O:22][CH3:23])[CH3:21])=[O:19])[C:7]([C:28]2[CH:29]=[CH:30][CH:31]=[CH:32][C:27]=2[F:26])=[C:16]2[C:11]=1[CH:12]=[CH:13][CH:14]=[N:15]2. The catalyst class is: 660. (6) Reactant: [CH2:1]([O:3][C:4](=[O:28])[CH2:5][C@H:6]1[C:14]2[C:9](=[CH:10][C:11]([O:15][CH2:16][CH2:17][CH2:18][NH:19][C:20]3[C:25]([Cl:26])=[CH:24][N:23]=[C:22]([Cl:27])[N:21]=3)=[CH:12][CH:13]=2)[CH2:8][CH2:7]1)[CH3:2].[H-].[Na+].I[CH3:32]. Product: [CH2:1]([O:3][C:4](=[O:28])[CH2:5][C@H:6]1[C:14]2[C:9](=[CH:10][C:11]([O:15][CH2:16][CH2:17][CH2:18][N:19]([C:20]3[C:25]([Cl:26])=[CH:24][N:23]=[C:22]([Cl:27])[N:21]=3)[CH3:32])=[CH:12][CH:13]=2)[CH2:8][CH2:7]1)[CH3:2]. The catalyst class is: 3. (7) Reactant: FC(F)(F)C(O)=O.[N:8]1([C:13]2[N:18]=[C:17]([CH:19]3[CH:23]([C:24](=[O:27])[NH:25][CH3:26])[CH2:22][CH2:21][N:20]3C(OC(C)(C)C)=O)[CH:16]=[C:15]([CH3:35])[N:14]=2)[CH:12]=[CH:11][N:10]=[CH:9]1.C([O-])([O-])=O.[Na+].[Na+]. Product: [N:8]1([C:13]2[N:18]=[C:17]([CH:19]3[CH:23]([C:24]([NH:25][CH3:26])=[O:27])[CH2:22][CH2:21][NH:20]3)[CH:16]=[C:15]([CH3:35])[N:14]=2)[CH:12]=[CH:11][N:10]=[CH:9]1. The catalyst class is: 2. (8) Reactant: [CH3:1][C:2]([CH3:7])([CH3:6])[C:3](Cl)=[O:4].[NH2:8][C:9]1[CH:18]=[CH:17][CH:16]=[C:15]([OH:19])[C:10]=1[C:11]([O:13][CH3:14])=[O:12].C(=O)(O)[O-].[Na+]. Product: [CH3:1][C:2]([CH3:7])([CH3:6])[C:3]([NH:8][C:9]1[CH:18]=[CH:17][CH:16]=[C:15]([OH:19])[C:10]=1[C:11]([O:13][CH3:14])=[O:12])=[O:4]. The catalyst class is: 84. (9) Reactant: C([N:8]1[CH2:12][CH:11]([C:13]2[CH:18]=[CH:17][C:16]([Cl:19])=[C:15]([Cl:20])[CH:14]=2)[CH:10]([N:21]([CH2:23][C:24]2[CH:29]=[CH:28][C:27]([C:30]([F:33])([F:32])[F:31])=[C:26]([F:34])[CH:25]=2)[CH3:22])[CH2:9]1)C1C=CC=CC=1.ClC(OCC(Cl)(Cl)Cl)=O. Product: [Cl:20][C:15]1[CH:14]=[C:13]([CH:11]2[CH2:12][NH:8][CH2:9][CH:10]2[N:21]([CH2:23][C:24]2[CH:29]=[CH:28][C:27]([C:30]([F:32])([F:33])[F:31])=[C:26]([F:34])[CH:25]=2)[CH3:22])[CH:18]=[CH:17][C:16]=1[Cl:19]. The catalyst class is: 23. (10) Reactant: [O:1]1[C:5]2[CH:6]=[CH:7][CH:8]=[CH:9][C:4]=2[CH:3]=[CH:2]1.CC([O-])(C)C.[K+].[SiH:16]([CH2:21][CH3:22])([CH2:19][CH3:20])[CH2:17][CH3:18]. The catalyst class is: 7. Product: [O:1]1[C:5]2[CH:6]=[CH:7][CH:8]=[CH:9][C:4]=2[CH:3]=[C:2]1[Si:16]([CH2:21][CH3:22])([CH2:19][CH3:20])[CH2:17][CH3:18].